Dataset: Experimentally validated miRNA-target interactions with 360,000+ pairs, plus equal number of negative samples. Task: Binary Classification. Given a miRNA mature sequence and a target amino acid sequence, predict their likelihood of interaction. The miRNA is hsa-miR-548h-3p with sequence CAAAAACCGCAAUUACUUUUGCA. The protein sequence of the target gene is MSELKDCPLQFHDFKSVDHLKVCPRYTAVLARSEDDGIGIEELDTLQLELETLLSSASRRLRVLEAETQILTDWQDKKGDRRFLKLGRDHELGAPPKHGKPKKQKLEGKAGHGPGPGPGRPKSKNLQPKIQEYEFTDDPIDVPRIPKNDAPNRFWASVEPYCADITSEEVRTLEELLKPPEDEAEHYKIPPLGKHYSQRWAQEDLLEEQKDGARAAAVADKKKGLMGPLTELDTKDVDALLKKSEAQHEQPEDGCPFGALTQRLLQALVEENIISPMEDSPIPDMSGKESGADGASTSPR.... Result: 1 (interaction).